From a dataset of Forward reaction prediction with 1.9M reactions from USPTO patents (1976-2016). Predict the product of the given reaction. The product is: [Cl:1][C:2]1[C:3]([NH:23][C:24]2[CH:28]=[C:27]([CH3:29])[NH:26][N:25]=2)=[N:4][C:5]([NH:8][C:9]2[CH:14]=[C:13]([CH3:15])[C:12]([CH:16]3[CH2:21][CH2:20][N:19]([CH2:31][CH2:32][C:33]4[O:37][N:36]=[C:35]([CH:38]([CH3:40])[CH3:39])[N:34]=4)[CH2:18][CH2:17]3)=[CH:11][C:10]=2[CH3:22])=[N:6][CH:7]=1. Given the reactants [Cl:1][C:2]1[C:3]([NH:23][C:24]2[CH:28]=[C:27]([CH3:29])[NH:26][N:25]=2)=[N:4][C:5]([NH:8][C:9]2[CH:14]=[C:13]([CH3:15])[C:12]([CH:16]3[CH2:21][CH2:20][NH:19][CH2:18][CH2:17]3)=[CH:11][C:10]=2[CH3:22])=[N:6][CH:7]=1.Cl[CH2:31][CH2:32][C:33]1[O:37][N:36]=[C:35]([CH:38]([CH3:40])[CH3:39])[N:34]=1.CCN(C(C)C)C(C)C, predict the reaction product.